From a dataset of Catalyst prediction with 721,799 reactions and 888 catalyst types from USPTO. Predict which catalyst facilitates the given reaction. Reactant: [F:1][C:2]([F:14])([F:13])[O:3][C:4]1[CH:12]=[CH:11][C:7]([C:8]([OH:10])=O)=[CH:6][CH:5]=1.CN(C(ON1N=NC2C=CC=NC1=2)=[N+](C)C)C.F[P-](F)(F)(F)(F)F.CCN(C(C)C)C(C)C.[NH2:48][C:49]([CH3:66])([CH2:52][O:53][C:54]1[CH:55]=[CH:56][C:57]2[CH2:61][O:60][B:59]([OH:62])[C:58]=2[C:63]=1[CH2:64][CH3:65])[C:50]#[N:51]. Product: [C:50]([C:49]([NH:48][C:8](=[O:10])[C:7]1[CH:6]=[CH:5][C:4]([O:3][C:2]([F:1])([F:14])[F:13])=[CH:12][CH:11]=1)([CH3:66])[CH2:52][O:53][C:54]1[CH:55]=[CH:56][C:57]2[CH2:61][O:60][B:59]([OH:62])[C:58]=2[C:63]=1[CH2:64][CH3:65])#[N:51]. The catalyst class is: 3.